Dataset: Catalyst prediction with 721,799 reactions and 888 catalyst types from USPTO. Task: Predict which catalyst facilitates the given reaction. (1) Reactant: O.[NH2:2][NH2:3].Cl[C:5]1[C:6]2[N:23]=[CH:22][C:21]([C:24]([F:27])([F:26])[F:25])=[CH:20][C:7]=2[N:8]=[C:9]([C:11]2[CH:16]=[CH:15][CH:14]=[CH:13][C:12]=2[S:17][CH2:18][CH3:19])[N:10]=1.C(=O)(O)[O-].[Na+]. Product: [CH2:18]([S:17][C:12]1[CH:13]=[CH:14][CH:15]=[CH:16][C:11]=1[C:9]1[N:10]=[C:5]([NH:2][NH2:3])[C:6]2[N:23]=[CH:22][C:21]([C:24]([F:27])([F:26])[F:25])=[CH:20][C:7]=2[N:8]=1)[CH3:19]. The catalyst class is: 1. (2) Reactant: Br.[OH:2][C:3]1[C:8]([NH2:9])=[CH:7][CH:6]=[CH:5][C:4]=1[C:10]1[S:11][C:12]([CH3:18])=[C:13]([C:15]([OH:17])=[O:16])[N:14]=1.[N:19]([O-])=O.[Na+].[CH2:23]1[C:31]2[C:26](=[CH:27][C:28]([N:32]3[C:36](=[O:37])[CH2:35][C:34]([CH3:38])=[N:33]3)=[CH:29][CH:30]=2)[CH2:25][CH2:24]1.C(=O)(O)[O-].[Na+]. Product: [OH:2][C:3]1[C:8]([NH:9][N:19]=[C:35]2[C:36](=[O:37])[N:32]([C:28]3[CH:27]=[C:26]4[C:31](=[CH:30][CH:29]=3)[CH2:23][CH2:24][CH2:25]4)[N:33]=[C:34]2[CH3:38])=[CH:7][CH:6]=[CH:5][C:4]=1[C:10]1[S:11][C:12]([CH3:18])=[C:13]([C:15]([OH:17])=[O:16])[N:14]=1. The catalyst class is: 33. (3) Reactant: [CH2:1]([NH2:6])[CH2:2][CH2:3][C:4]#[CH:5].[O:7](C(OC(C)(C)C)=O)[C:8]([O:10][C:11]([CH3:14])([CH3:13])[CH3:12])=O. Product: [C:11]([O:10][C:8](=[O:7])[NH:6][CH2:1][CH2:2][CH2:3][C:4]#[CH:5])([CH3:14])([CH3:13])[CH3:12]. The catalyst class is: 2. (4) Reactant: [F:1][C:2]1[CH:7]=[C:6]([N+:8]([O-])=O)[CH:5]=[CH:4][C:3]=1[N:11]1[CH2:16][CH2:15][Si:14]([CH3:18])([CH3:17])[CH2:13][CH2:12]1.C([O-])(O)=O.[Na+].[C:24](Cl)([O:26][CH2:27][C:28]1[CH:33]=[CH:32][CH:31]=[CH:30][CH:29]=1)=[O:25].O. Product: [CH3:17][Si:14]1([CH3:18])[CH2:15][CH2:16][N:11]([C:3]2[CH:4]=[CH:5][C:6]([NH:8][C:24](=[O:25])[O:26][CH2:27][C:28]3[CH:33]=[CH:32][CH:31]=[CH:30][CH:29]=3)=[CH:7][C:2]=2[F:1])[CH2:12][CH2:13]1. The catalyst class is: 123. (5) Reactant: [CH2:1]([C:3]1[CH:8]=[CH:7][C:6]([CH:9]2[CH2:14][N:13]([C:15]([O:17]C3C=CC([N+]([O-])=O)=CC=3)=O)[CH2:12][CH:11]([C:27]([O:29][CH2:30][CH3:31])=[O:28])[CH2:10]2)=[CH:5][CH:4]=1)[CH3:2].[C:32]([CH:34]1[CH2:39][CH2:38][NH:37][CH2:36][CH2:35]1)#[N:33].C(=O)([O-])[O-].[K+].[K+].CN(C=O)C. Product: [CH2:1]([C:3]1[CH:8]=[CH:7][C:6]([CH:9]2[CH2:14][N:13]([C:15]([N:37]3[CH2:38][CH2:39][CH:34]([C:32]#[N:33])[CH2:35][CH2:36]3)=[O:17])[CH2:12][CH:11]([C:27]([O:29][CH2:30][CH3:31])=[O:28])[CH2:10]2)=[CH:5][CH:4]=1)[CH3:2]. The catalyst class is: 6. (6) Product: [I:1][C:2]1[CH:7]=[CH:6][C:5]([O:8][C@H:22]2[CH2:25][C@H:24]([N:26]3[CH2:30][CH2:29][CH2:28][CH:27]3[CH3:31])[CH2:23]2)=[CH:4][CH:3]=1. The catalyst class is: 675. Reactant: [I:1][C:2]1[CH:7]=[CH:6][C:5]([OH:8])=[CH:4][CH:3]=1.[H-].[Na+].CC1C=CC(S(O[C@H:22]2[CH2:25][C@@H:24]([N:26]3[CH2:30][CH2:29][CH2:28][CH:27]3[CH3:31])[CH2:23]2)(=O)=O)=CC=1. (7) Reactant: [CH3:1][O:2][C:3]1[CH:12]=[C:11]2[C:6]([C:7]([O:13][C:14]3[C:15]([CH3:24])=[N:16][C:17]4[C:22]([CH:23]=3)=[CH:21][CH:20]=[CH:19][CH:18]=4)=[CH:8][CH:9]=[N:10]2)=[CH:5][C:4]=1[O:25][CH2:26][CH:27]1[CH2:29][O:28]1.FC(F)(F)C(O)=[O:33].[OH-].[Na+]. Product: [CH3:1][O:2][C:3]1[CH:12]=[C:11]2[C:6]([C:7]([O:13][C:14]3[C:15]([CH3:24])=[N:16][C:17]4[C:22]([CH:23]=3)=[CH:21][CH:20]=[CH:19][CH:18]=4)=[CH:8][CH:9]=[N:10]2)=[CH:5][C:4]=1[O:25][CH2:26][CH:27]([OH:33])[CH2:29][OH:28]. The catalyst class is: 4.